This data is from Full USPTO retrosynthesis dataset with 1.9M reactions from patents (1976-2016). The task is: Predict the reactants needed to synthesize the given product. (1) Given the product [Cl:3][CH2:6][C:7]1[S:11][C:10]([NH:12][C:13](=[O:35])[CH2:14][N:15]2[CH:19]=[C:18]([O:20][C:21]3[C:30]4[C:25](=[CH:26][C:27]([O:33][CH3:34])=[C:28]([O:31][CH3:32])[CH:29]=4)[N:24]=[CH:23][N:22]=3)[CH:17]=[N:16]2)=[N:9][CH:8]=1, predict the reactants needed to synthesize it. The reactants are: S(Cl)([Cl:3])=O.O[CH2:6][C:7]1[S:11][C:10]([NH:12][C:13](=[O:35])[CH2:14][N:15]2[CH:19]=[C:18]([O:20][C:21]3[C:30]4[C:25](=[CH:26][C:27]([O:33][CH3:34])=[C:28]([O:31][CH3:32])[CH:29]=4)[N:24]=[CH:23][N:22]=3)[CH:17]=[N:16]2)=[N:9][CH:8]=1. (2) Given the product [N+:20]([C:23]1[CH:24]=[C:25]2[C:29](=[CH:30][CH:31]=1)[NH:28][CH:27]=[C:26]2[CH2:32][CH2:33][CH2:34][Br:37])([O-:22])=[O:21], predict the reactants needed to synthesize it. The reactants are: C1(P(C2C=CC=CC=2)C2C=CC=CC=2)C=CC=CC=1.[N+:20]([C:23]1[CH:24]=[C:25]2[C:29](=[CH:30][CH:31]=1)[NH:28][CH:27]=[C:26]2[CH2:32][CH2:33][CH2:34]O)([O-:22])=[O:21].C(Br)(Br)(Br)[Br:37]. (3) Given the product [F:10][C:11]1[CH:12]=[C:13]([C:14](=[O:17])[CH2:15][NH:2][C:3]([CH3:9])([CH3:8])[C:4]([O:6][CH3:7])=[O:5])[CH:18]=[C:19]([F:21])[CH:20]=1, predict the reactants needed to synthesize it. The reactants are: Cl.[NH2:2][C:3]([CH3:9])([CH3:8])[C:4]([O:6][CH3:7])=[O:5].[F:10][C:11]1[CH:12]=[C:13]([CH:18]=[C:19]([F:21])[CH:20]=1)[C:14](=[O:17])[CH2:15]Br.C([O-])([O-])=O.[K+].[K+].C([O-])(O)=O.[Na+]. (4) The reactants are: [CH3:1][C:2]1[N:10]=[CH:9][CH:8]=[CH:7][C:3]=1[C:4]([OH:6])=O.CN(C(ON1N=NC2C=CC=NC1=2)=[N+](C)C)C.F[P-](F)(F)(F)(F)F.CCN(C(C)C)C(C)C.[NH:44]1[C:52]2[C:47](=[C:48]([C:53]3[CH:54]=[C:55]([NH2:62])[C:56]4[CH:57]=[N:58][NH:59][C:60]=4[CH:61]=3)[CH:49]=[CH:50][CH:51]=2)[CH:46]=[CH:45]1. Given the product [NH:44]1[C:52]2[C:47](=[C:48]([C:53]3[CH:61]=[C:60]4[C:56]([CH:57]=[N:58][NH:59]4)=[C:55]([NH:62][C:4]([C:3]4[C:2]([CH3:1])=[N:10][CH:9]=[CH:8][CH:7]=4)=[O:6])[CH:54]=3)[CH:49]=[CH:50][CH:51]=2)[CH:46]=[CH:45]1, predict the reactants needed to synthesize it. (5) The reactants are: C[O:2][C:3]([C:5]1[C:27]([OH:28])=[CH:26][C:8]2[C:9]3[NH:10][C:11]4[C:16]([C:17]=3[CH2:18][CH2:19][C:7]=2[CH:6]=1)=[CH:15][C:14]([Br:20])=[C:13]([C:21]([F:24])([F:23])[F:22])[C:12]=4[F:25])=[O:4].C(O)C.O.[Li+].[OH-]. Given the product [Br:20][C:14]1[CH:15]=[C:16]2[C:11](=[C:12]([F:25])[C:13]=1[C:21]([F:22])([F:23])[F:24])[NH:10][C:9]1[C:8]3[CH:26]=[C:27]([OH:28])[C:5]([C:3]([OH:4])=[O:2])=[CH:6][C:7]=3[CH2:19][CH2:18][C:17]2=1, predict the reactants needed to synthesize it.